Dataset: Catalyst prediction with 721,799 reactions and 888 catalyst types from USPTO. Task: Predict which catalyst facilitates the given reaction. (1) Reactant: [CH2:1]([N:8]1[C:16]2[C:11](=[CH:12][C:13]([C:17]3[CH:22]=[CH:21][C:20]([O:23]C)=[CH:19][CH:18]=3)=[CH:14][CH:15]=2)[C:10]([CH2:25][CH2:26][CH2:27][CH2:28][CH3:29])=[C:9]1[C:30]1[CH:35]=[CH:34][CH:33]=[CH:32][CH:31]=1)[C:2]1[CH:7]=[CH:6][CH:5]=[CH:4][CH:3]=1.B(Br)(Br)Br. Product: [CH2:1]([N:8]1[C:16]2[C:11](=[CH:12][C:13]([C:17]3[CH:22]=[CH:21][C:20]([OH:23])=[CH:19][CH:18]=3)=[CH:14][CH:15]=2)[C:10]([CH2:25][CH2:26][CH2:27][CH2:28][CH3:29])=[C:9]1[C:30]1[CH:31]=[CH:32][CH:33]=[CH:34][CH:35]=1)[C:2]1[CH:3]=[CH:4][CH:5]=[CH:6][CH:7]=1. The catalyst class is: 2. (2) Reactant: [Cl:1][C:2]1[CH:7]=[CH:6][C:5]([NH:8][S:9]([C:12]2[CH:17]=[CH:16][CH:15]=[C:14]([O:18][CH3:19])[CH:13]=2)(=[O:11])=[O:10])=[CH:4][CH:3]=1.[H-].[Na+].Br[CH2:23][C:24]([O:26][CH3:27])=[O:25]. Product: [CH3:27][O:26][C:24](=[O:25])[CH2:23][N:8]([C:5]1[CH:6]=[CH:7][C:2]([Cl:1])=[CH:3][CH:4]=1)[S:9]([C:12]1[CH:17]=[CH:16][CH:15]=[C:14]([O:18][CH3:19])[CH:13]=1)(=[O:11])=[O:10]. The catalyst class is: 1. (3) Reactant: C[O:2][C:3]([C:5]1[N:6]=[C:7]([C:23]#[N:24])[C:8]2[C:13]([C:14]=1[OH:15])=[CH:12][CH:11]=[C:10]([O:16][C:17]1[CH:22]=[CH:21][CH:20]=[CH:19][CH:18]=1)[CH:9]=2)=[O:4].[OH-].[Na+].CO. Product: [C:23]([C:7]1[C:8]2[C:13](=[CH:12][CH:11]=[C:10]([O:16][C:17]3[CH:22]=[CH:21][CH:20]=[CH:19][CH:18]=3)[CH:9]=2)[C:14]([OH:15])=[C:5]([C:3]([OH:4])=[O:2])[N:6]=1)#[N:24]. The catalyst class is: 1. (4) Reactant: [N:1]([C:4]1[C:9]([F:10])=[CH:8][N:7]=[CH:6][C:5]=1[CH:11]=O)=[N+:2]=[N-:3].[Cl:13][C:14]1[CH:20]=[C:19]([N+:21]([O-:23])=[O:22])[CH:18]=[C:17]([Cl:24])[C:15]=1[NH2:16].C(N(CC)CC)C. Product: [N:1]([C:4]1[C:9]([F:10])=[CH:8][N:7]=[CH:6][C:5]=1/[CH:11]=[N:16]/[C:15]1[C:17]([Cl:24])=[CH:18][C:19]([N+:21]([O-:23])=[O:22])=[CH:20][C:14]=1[Cl:13])=[N+:2]=[N-:3]. The catalyst class is: 642. (5) The catalyst class is: 2. Reactant: [CH:1]1([CH2:6][CH:7]([C:11]2[CH:16]=[CH:15][C:14]([NH:17][C:18]([C:20]3[CH:21]=[N:22][CH:23]=[CH:24][CH:25]=3)=[O:19])=[CH:13][CH:12]=2)[C:8](O)=[O:9])[CH2:5][CH2:4][CH2:3][CH2:2]1.C(N(CC)CC)C.F[P-](F)(F)(F)(F)F.N1(O[P+](N(C)C)(N(C)C)N(C)C)C2C=CC=CC=2N=N1.[CH2:60]([O:62][C:63](=[O:71])[CH2:64][C:65]1[N:66]=[C:67]([NH2:70])[S:68][CH:69]=1)[CH3:61]. Product: [CH2:60]([O:62][C:63](=[O:71])[CH2:64][C:65]1[N:66]=[C:67]([NH:70][C:8](=[O:9])[CH:7]([C:11]2[CH:16]=[CH:15][C:14]([NH:17][C:18]([C:20]3[CH:21]=[N:22][CH:23]=[CH:24][CH:25]=3)=[O:19])=[CH:13][CH:12]=2)[CH2:6][CH:1]2[CH2:2][CH2:3][CH2:4][CH2:5]2)[S:68][CH:69]=1)[CH3:61]. (6) Reactant: Cl[C:2]1[C:7]([CH:8]([CH2:13][CH2:14][CH3:15])[C:9]([O:11][CH3:12])=[O:10])=[C:6]([CH3:16])[N:5]=[C:4]([C:17]2[CH:22]=[CH:21][CH:20]=[CH:19][CH:18]=2)[N:3]=1.[CH2:23]([Mg]Cl)[CH3:24]. Product: [CH2:23]([C:2]1[C:7]([CH:8]([CH2:13][CH2:14][CH3:15])[C:9]([O:11][CH3:12])=[O:10])=[C:6]([CH3:16])[N:5]=[C:4]([C:17]2[CH:22]=[CH:21][CH:20]=[CH:19][CH:18]=2)[N:3]=1)[CH3:24]. The catalyst class is: 1. (7) Reactant: C(O[C:4](=[O:19])[CH:5](/[CH:11]=[N:12]/[C:13]1[CH:18]=[CH:17][CH:16]=[CH:15][CH:14]=1)[C:6]([O:8][CH2:9][CH3:10])=[O:7])C.C1C=CC(C2C=CC=CC=2)=CC=1.C1C=CC(OC2C=CC=CC=2)=CC=1. Product: [CH2:9]([O:8][C:6]([C:5]1[CH:11]=[N:12][C:13]2[C:14]([C:4]=1[OH:19])=[CH:15][CH:16]=[CH:17][CH:18]=2)=[O:7])[CH3:10]. The catalyst class is: 27. (8) Reactant: [NH2:1][C:2]1[C:3]2[N:4]([N:9]=[CH:10][C:11]=2[C:12]([O:14]C)=[O:13])[CH:5]=[C:6]([Br:8])[CH:7]=1.Cl. Product: [NH2:1][C:2]1[C:3]2[N:4]([N:9]=[CH:10][C:11]=2[C:12]([OH:14])=[O:13])[CH:5]=[C:6]([Br:8])[CH:7]=1. The catalyst class is: 74. (9) Product: [CH2:32]([NH:31][C:41]([NH:30][S:27]([CH2:26][CH2:25][C:17]1[C:18]([CH:22]2[CH2:23][CH2:24]2)=[N:19][N:20]([CH3:21])[C:16]=1[N:13]1[C:10]2=[N:11][CH:12]=[C:7]([Cl:6])[CH:8]=[C:9]2[CH:15]=[CH:14]1)(=[O:28])=[O:29])=[O:42])[CH2:33][CH2:34][CH3:35]. Reactant: C(N)CCC.[Cl:6][C:7]1[CH:8]=[C:9]2[CH:15]=[CH:14][N:13]([C:16]3[N:20]([CH3:21])[N:19]=[C:18]([CH:22]4[CH2:24][CH2:23]4)[C:17]=3[CH2:25][CH2:26][S:27]([NH2:30])(=[O:29])=[O:28])[C:10]2=[N:11][CH:12]=1.[N:31]12[CH2:41]CCN=C1C[CH2:35][CH2:34][CH2:33][CH2:32]2.[OH2:42]. The catalyst class is: 546. (10) Product: [CH2:2]([N:9]1[CH2:14][CH2:13][CH:12]([CH:15]([OH:16])[CH:17]2[CH2:25][C:24]3[C:19](=[CH:20][C:21]([O:28][CH3:29])=[C:22]([O:26][CH3:27])[CH:23]=3)[C:18]2=[O:30])[CH2:11][CH2:10]1)[C:3]1[CH:4]=[CH:5][CH:6]=[CH:7][CH:8]=1. The catalyst class is: 465. Reactant: [Cl-].[CH2:2]([N+:9]1[CH:14]=[CH:13][C:12]([C:15]([CH:17]2[CH2:25][C:24]3[C:19](=[CH:20][C:21]([O:28][CH3:29])=[C:22]([O:26][CH3:27])[CH:23]=3)[C:18]2=[O:30])=[O:16])=[CH:11][CH:10]=1)[C:3]1[CH:8]=[CH:7][CH:6]=[CH:5][CH:4]=1.